From a dataset of Retrosynthesis with 50K atom-mapped reactions and 10 reaction types from USPTO. Predict the reactants needed to synthesize the given product. Given the product CN(Cc1ccc(Oc2ccc(Br)cc2)cc1)C[C@H]1CCCN1, predict the reactants needed to synthesize it. The reactants are: CN(Cc1ccc(Oc2ccc(Br)cc2)cc1)C[C@H]1CCCN1C(=O)OC(C)(C)C.